From a dataset of Full USPTO retrosynthesis dataset with 1.9M reactions from patents (1976-2016). Predict the reactants needed to synthesize the given product. (1) Given the product [CH3:12][C:5]1[CH:6]=[CH:7][C:8]([C:10]([OH:15])=[O:19])=[CH:9][C:4]=1[C:3]([OH:2])=[O:13], predict the reactants needed to synthesize it. The reactants are: C[O:2][C:3](=[O:13])[C:4]1[CH:9]=[C:8]([C:10]#N)[CH:7]=[CH:6][C:5]=1[CH3:12].S(=O)(=O)(O)[OH:15].[OH2:19]. (2) Given the product [Br:18][C:7]1[CH:8]=[C:9]2[C:4]([CH2:3][CH2:2][CH2:1]2)=[CH:5][C:6]=1[OH:10], predict the reactants needed to synthesize it. The reactants are: [CH2:1]1[C:9]2[C:4](=[CH:5][C:6]([OH:10])=[CH:7][CH:8]=2)[CH2:3][CH2:2]1.C1C(=O)N([Br:18])C(=O)C1.O. (3) Given the product [C:37]([O:41][C:42]([C:44]1[C:52]2[CH2:51][CH:50]([CH2:53][NH:54][C:11](=[O:13])[C:10]3[CH:14]=[CH:15][CH:16]=[CH:17][C:9]=3[O:8][CH2:1][C:2]3[CH:3]=[CH:4][CH:5]=[CH:6][CH:7]=3)[N:49]([CH2:55][C:56]3[CH:57]=[CH:58][C:59]([O:62][CH3:63])=[CH:60][CH:61]=3)[CH2:48][C:47]=2[S:46][C:45]=1[NH2:64])=[O:43])([CH3:40])([CH3:39])[CH3:38], predict the reactants needed to synthesize it. The reactants are: [CH2:1]([O:8][C:9]1[CH:17]=[CH:16][CH:15]=[CH:14][C:10]=1[C:11]([OH:13])=O)[C:2]1[CH:7]=[CH:6][CH:5]=[CH:4][CH:3]=1.Cl.CN(C)CCCN=C=NCC.C(N(CC)CC)C.[C:37]([O:41][C:42]([C:44]1[C:52]2[CH2:51][CH:50]([CH2:53][NH2:54])[N:49]([CH2:55][C:56]3[CH:61]=[CH:60][C:59]([O:62][CH3:63])=[CH:58][CH:57]=3)[CH2:48][C:47]=2[S:46][C:45]=1[NH2:64])=[O:43])([CH3:40])([CH3:39])[CH3:38]. (4) Given the product [CH2:1]([C:3]1[C:12]2[C:7](=[CH:8][CH:9]=[C:10]([O:13][CH3:23])[CH:11]=2)[O:6][C:5](=[O:14])[C:4]=1[C:15]1[CH:20]=[CH:19][CH:18]=[C:17]([O:21][CH3:22])[CH:16]=1)[CH3:2], predict the reactants needed to synthesize it. The reactants are: [CH2:1]([C:3]1[C:12]2[C:7](=[CH:8][CH:9]=[C:10]([OH:13])[CH:11]=2)[O:6][C:5](=[O:14])[C:4]=1[C:15]1[CH:20]=[CH:19][CH:18]=[C:17]([O:21][CH3:22])[CH:16]=1)[CH3:2].[C:23](=O)([O-])[O-].[K+].[K+].IC. (5) Given the product [CH3:20][C:16]1[N:15]([C:12]2[CH:13]=[CH:14][C:9]([NH:8][C:6]3[N:7]=[C:2]([O:1][S:50]([C:53]([F:56])([F:55])[F:54])(=[O:52])=[O:51])[C:3]4[CH2:24][N:23]([C:25]([O:27][C:28]([CH3:31])([CH3:30])[CH3:29])=[O:26])[CH2:22][CH2:21][C:4]=4[N:5]=3)=[CH:10][CH:11]=2)[CH:19]=[CH:18][N:17]=1, predict the reactants needed to synthesize it. The reactants are: [OH:1][C:2]1[C:3]2[CH2:24][N:23]([C:25]([O:27][C:28]([CH3:31])([CH3:30])[CH3:29])=[O:26])[CH2:22][CH2:21][C:4]=2[N:5]=[C:6]([NH:8][C:9]2[CH:14]=[CH:13][C:12]([N:15]3[CH:19]=[CH:18][N:17]=[C:16]3[CH3:20])=[CH:11][CH:10]=2)[N:7]=1.N12CCCN=C1CCCCC2.C1C=CC(N([S:50]([C:53]([F:56])([F:55])[F:54])(=[O:52])=[O:51])[S:50]([C:53]([F:56])([F:55])[F:54])(=[O:52])=[O:51])=CC=1.